The task is: Regression. Given two drug SMILES strings and cell line genomic features, predict the synergy score measuring deviation from expected non-interaction effect.. This data is from NCI-60 drug combinations with 297,098 pairs across 59 cell lines. (1) Drug 1: CC1CCCC2(C(O2)CC(NC(=O)CC(C(C(=O)C(C1O)C)(C)C)O)C(=CC3=CSC(=N3)C)C)C. Drug 2: B(C(CC(C)C)NC(=O)C(CC1=CC=CC=C1)NC(=O)C2=NC=CN=C2)(O)O. Cell line: MDA-MB-231. Synergy scores: CSS=69.2, Synergy_ZIP=21.8, Synergy_Bliss=21.4, Synergy_Loewe=6.62, Synergy_HSA=20.1. (2) Drug 1: CC1C(C(CC(O1)OC2CC(OC(C2O)C)OC3=CC4=CC5=C(C(=O)C(C(C5)C(C(=O)C(C(C)O)O)OC)OC6CC(C(C(O6)C)O)OC7CC(C(C(O7)C)O)OC8CC(C(C(O8)C)O)(C)O)C(=C4C(=C3C)O)O)O)O. Drug 2: CN1C2=C(C=C(C=C2)N(CCCl)CCCl)N=C1CCCC(=O)O.Cl. Cell line: SNB-75. Synergy scores: CSS=20.8, Synergy_ZIP=7.04, Synergy_Bliss=3.51, Synergy_Loewe=-57.0, Synergy_HSA=0.805. (3) Cell line: HL-60(TB). Drug 2: CC1C(C(CC(O1)OC2CC(CC3=C2C(=C4C(=C3O)C(=O)C5=CC=CC=C5C4=O)O)(C(=O)C)O)N)O. Drug 1: C1CCC(CC1)NC(=O)N(CCCl)N=O. Synergy scores: CSS=42.7, Synergy_ZIP=5.45, Synergy_Bliss=3.04, Synergy_Loewe=-40.2, Synergy_HSA=3.04. (4) Drug 1: C#CCC(CC1=CN=C2C(=N1)C(=NC(=N2)N)N)C3=CC=C(C=C3)C(=O)NC(CCC(=O)O)C(=O)O. Drug 2: COC1=C2C(=CC3=C1OC=C3)C=CC(=O)O2. Cell line: U251. Synergy scores: CSS=-5.24, Synergy_ZIP=7.84, Synergy_Bliss=12.4, Synergy_Loewe=0.590, Synergy_HSA=0.588.